Dataset: Full USPTO retrosynthesis dataset with 1.9M reactions from patents (1976-2016). Task: Predict the reactants needed to synthesize the given product. Given the product [C:1]([O:5][C:6]([NH:8][C@@:9]1([C:22]([OH:24])=[O:23])[CH2:16][C:13]2([CH2:15][CH2:14]2)[C@@H:12]2[C@H:10]1[C@H:11]2[C:17]([OH:19])=[O:18])=[O:7])([CH3:4])([CH3:2])[CH3:3], predict the reactants needed to synthesize it. The reactants are: [C:1]([O:5][C:6]([NH:8][C@@:9]1([C:22]([O:24]CC)=[O:23])[CH2:16][C:13]2([CH2:15][CH2:14]2)[C@@H:12]2[C@H:10]1[C@H:11]2[C:17]([O:19]CC)=[O:18])=[O:7])([CH3:4])([CH3:3])[CH3:2].O.[OH-].[Li+].